From a dataset of Catalyst prediction with 721,799 reactions and 888 catalyst types from USPTO. Predict which catalyst facilitates the given reaction. (1) Reactant: C([O:3][C:4]([C:6]1[N:7]=[C:8]([NH:11][CH:12]([CH3:14])[CH3:13])[O:9][CH:10]=1)=[O:5])C.[OH-].[Na+].Cl. Product: [CH:12]([NH:11][C:8]1[O:9][CH:10]=[C:6]([C:4]([OH:5])=[O:3])[N:7]=1)([CH3:14])[CH3:13]. The catalyst class is: 88. (2) Reactant: C1C2C3=CC4[CH:14]=[CH:15][C:16](C(N)=O)=[CH:17][C:18]=4[N:9]3CC=CC=2C=CC=1.[CH:22]1C2[C:22]3=[CH:23][C:24]4[CH:22]=[CH:23][C:24](C(O)=O)=[CH:25][C:25]=4N3CC=CC=2[CH:25]=[CH:24][CH:23]=1.[C:43]([N:50]1[CH:54]=[CH:53][N:52]=[CH:51]1)(N1C=CN=C1)=[O:44].CC(S(N)(=O)=O)C.C1CCN2C(=NCCC2)CC1.[ClH:73]. Product: [Cl:73][C:18]1[C:17]([C:43]([N:50]2[CH:54]3[CH2:25][CH2:24][CH:23]2[CH2:22][N:52]([CH3:51])[CH2:53]3)=[O:44])=[CH:16][CH:15]=[CH:14][N:9]=1. The catalyst class is: 1. (3) Reactant: Br.Br.[CH2:3]1[C:7]2[CH2:8][NH:9][CH2:10][C:6]=2[CH2:5][NH:4]1.C(=O)([O-])O.[Na+].[C:16](O[C:16]([O:18][C:19]([CH3:22])([CH3:21])[CH3:20])=[O:17])([O:18][C:19]([CH3:22])([CH3:21])[CH3:20])=[O:17]. Product: [CH2:3]1[C:7]2[CH2:8][NH:9][CH2:10][C:6]=2[CH2:5][N:4]1[C:16]([O:18][C:19]([CH3:22])([CH3:21])[CH3:20])=[O:17]. The catalyst class is: 72. (4) Reactant: [NH2:1][C:2]1[CH:7]=[C:6]([C:8]([C:10]2[C:14]3[CH:15]=[N:16][CH:17]=[CH:18][C:13]=3[N:12]([CH:19]([CH3:21])[CH3:20])[N:11]=2)=[O:9])[CH:5]=[CH:4][N:3]=1.[CH:22]1([C:25]2[O:26][CH:27]=[C:28]([CH2:30][C:31](O)=[O:32])[N:29]=2)[CH2:24][CH2:23]1.CN(C(ON1N=NC2C=CC=NC1=2)=[N+](C)C)C.F[P-](F)(F)(F)(F)F. Product: [CH:22]1([C:25]2[O:26][CH:27]=[C:28]([CH2:30][C:31]([NH:1][C:2]3[CH:7]=[C:6]([C:8]([C:10]4[C:14]5[CH:15]=[N:16][CH:17]=[CH:18][C:13]=5[N:12]([CH:19]([CH3:21])[CH3:20])[N:11]=4)=[O:9])[CH:5]=[CH:4][N:3]=3)=[O:32])[N:29]=2)[CH2:24][CH2:23]1. The catalyst class is: 17. (5) Reactant: [O:1]=[S:2]1(=[O:18])[N:7]([C:8]2[CH:13]=[CH:12][CH:11]=[CH:10][CH:9]=2)[CH2:6][CH2:5][CH2:4][N:3]1[CH2:14][C:15]([OH:17])=O.Cl.[CH:20]12[CH2:29][CH:24]3[CH2:25][CH:26]([CH2:28][CH:22]([CH2:23]3)[CH:21]1[NH2:30])[CH2:27]2.CCN=C=NCCCN(C)C. Product: [CH:20]12[CH2:29][CH:24]3[CH2:25][CH:26]([CH2:28][CH:22]([CH2:23]3)[CH:21]1[NH:30][C:15](=[O:17])[CH2:14][N:3]1[CH2:4][CH2:5][CH2:6][N:7]([C:8]3[CH:9]=[CH:10][CH:11]=[CH:12][CH:13]=3)[S:2]1(=[O:1])=[O:18])[CH2:27]2. The catalyst class is: 2. (6) Reactant: [CH3:1][O:2][C:3]1[C:12]([O:13][CH3:14])=[CH:11][C:10]2[N:9]=[CH:8][N:7]=[C:6]([NH:15][C:16]3[CH:21]=[CH:20][CH:19]=[CH:18][CH:17]=3)[C:5]=2[C:4]=1[NH2:22].[OH-].[Na+].[CH:25](O)=O. Product: [CH3:14][O:13][C:12]1[CH:11]=[C:10]2[C:5]3[C:6]([N:15]([C:16]4[CH:17]=[CH:18][CH:19]=[CH:20][CH:21]=4)[CH:25]=[N:22][C:4]=3[C:3]=1[O:2][CH3:1])=[N:7][CH:8]=[N:9]2. The catalyst class is: 22. (7) Reactant: [I:1][C:2]1[CH:3]=[C:4]([C:8]2(O)[CH2:12][CH2:11][O:10][CH2:9]2)[CH:5]=[CH:6][CH:7]=1.C([SiH](CC)CC)C.C(O)(C(F)(F)F)=O.C([O-])([O-])=O.[K+].[K+]. Product: [I:1][C:2]1[CH:3]=[C:4]([CH:8]2[CH2:12][CH2:11][O:10][CH2:9]2)[CH:5]=[CH:6][CH:7]=1. The catalyst class is: 4.